Predict which catalyst facilitates the given reaction. From a dataset of Catalyst prediction with 721,799 reactions and 888 catalyst types from USPTO. (1) Reactant: [CH2:1]([O:8][C:9](=[O:29])[NH:10][CH:11]([C:17](=[O:28])[NH:18][CH2:19][CH2:20][CH:21](OCC)[O:22]CC)[CH:12]([OH:16])[CH:13]([CH3:15])[CH3:14])[C:2]1[CH:7]=[CH:6][CH:5]=[CH:4][CH:3]=1.Cl.C(=O)(O)[O-].[Na+]. Product: [CH2:1]([O:8][C:9](=[O:29])[NH:10][CH:11]([C:17](=[O:28])[NH:18][CH2:19][CH2:20][CH:21]=[O:22])[CH:12]([OH:16])[CH:13]([CH3:15])[CH3:14])[C:2]1[CH:7]=[CH:6][CH:5]=[CH:4][CH:3]=1. The catalyst class is: 7. (2) Reactant: [F:1][C:2]1[CH:7]=[CH:6][C:5]([CH2:8][CH2:9][C:10](N(OC)C)=[O:11])=[CH:4][CH:3]=1.[H-].[H-].[H-].[H-].[Li+].[Al+3]. Product: [F:1][C:2]1[CH:3]=[CH:4][C:5]([CH2:8][CH2:9][CH:10]=[O:11])=[CH:6][CH:7]=1. The catalyst class is: 28. (3) Reactant: [NH2:1][CH2:2][CH2:3][CH2:4][N:5]1[C:9]([C:10]([C:12]2[CH:17]=[CH:16][C:15]([C:18]([CH3:21])([CH3:20])[CH3:19])=[CH:14][CH:13]=2)=O)=[CH:8][N:7]=[CH:6]1.CC1C=CC(S(O)(=O)=O)=CC=1. Product: [C:18]([C:15]1[CH:16]=[CH:17][C:12]([C:10]2[C:9]3[N:5]([CH:6]=[N:7][CH:8]=3)[CH2:4][CH2:3][CH2:2][N:1]=2)=[CH:13][CH:14]=1)([CH3:21])([CH3:20])[CH3:19]. The catalyst class is: 11. (4) Reactant: CN(C=O)C.[Cl:6][C:7]1[CH:12]=[C:11](Cl)[CH:10]=[CH:9][N:8]=1.[Cl:14][C:15]1[CH:20]=[C:19]([Cl:21])[CH:18]=[CH:17][C:16]=1[SH:22].C(=O)([O-])[O-].[K+].[K+]. Product: [Cl:6][C:7]1[CH:12]=[CH:11][CH:10]=[C:9]([S:22][C:16]2[CH:17]=[CH:18][C:19]([Cl:21])=[CH:20][C:15]=2[Cl:14])[N:8]=1. The catalyst class is: 6. (5) Reactant: [CH3:1][C:2]1[CH:3]=[C:4]([O:14][C:15]2[CH:16]=[N:17][C:18]([S:21]([CH3:24])(=[O:23])=[O:22])=[CH:19][CH:20]=2)[CH:5]=[C:6]2[C:10]=1[NH:9][C:8]([C:11](=[S:13])[NH2:12])=[CH:7]2.[C:25]([O:30][CH2:31][CH3:32])(=[O:29])[C:26]#[C:27][CH3:28].O1CCCC1.C(P(CCCC)CCCC)CCC. Product: [CH2:31]([O:30][C:25](=[O:29])[CH2:26][CH:27]1[S:13][C:11]([C:8]2[NH:9][C:10]3[C:6]([CH:7]=2)=[CH:5][C:4]([O:14][C:15]2[CH:16]=[N:17][C:18]([S:21]([CH3:24])(=[O:23])=[O:22])=[CH:19][CH:20]=2)=[CH:3][C:2]=3[CH3:1])=[N:12][CH2:28]1)[CH3:32]. The catalyst class is: 11. (6) Reactant: [CH2:1]([C:3]1[CH:12]=[C:11]([CH3:13])[CH:10]=[CH:9][C:4]=1[C:5](OC)=[O:6])[CH3:2].[H-].[H-].[H-].[H-].[Li+].[Al+3].O.[OH-].[Na+]. Product: [CH2:1]([C:3]1[CH:12]=[C:11]([CH3:13])[CH:10]=[CH:9][C:4]=1[CH2:5][OH:6])[CH3:2]. The catalyst class is: 1.